From a dataset of Forward reaction prediction with 1.9M reactions from USPTO patents (1976-2016). Predict the product of the given reaction. (1) Given the reactants [CH2:1]([C:3]1[N:4]=[C:5]2[C:10]([C:11]#[N:12])=[CH:9][CH:8]=[CH:7][N:6]2[CH:13]=1)[CH3:2].Br[C:15]1[CH:32]=[CH:31][C:18]([O:19][C:20]2[CH:25]=[CH:24][CH:23]=[C:22]([S:26]([CH2:29][CH3:30])(=[O:28])=[O:27])[CH:21]=2)=[CH:17][CH:16]=1, predict the reaction product. The product is: [CH2:1]([C:3]1[N:4]=[C:5]2[C:10]([C:11]#[N:12])=[CH:9][CH:8]=[CH:7][N:6]2[C:13]=1[C:15]1[CH:16]=[CH:17][C:18]([O:19][C:20]2[CH:25]=[CH:24][CH:23]=[C:22]([S:26]([CH2:29][CH3:30])(=[O:28])=[O:27])[CH:21]=2)=[CH:31][CH:32]=1)[CH3:2]. (2) Given the reactants [CH3:1][O:2][C:3]1[CH:4]=[C:5]2[C:9](=[CH:10][CH:11]=1)[NH:8][C:7]1[C:12](=O)[CH2:13][CH2:14][CH2:15][CH2:16][C:6]2=1.Cl.[NH2:19][OH:20].C([O-])(=O)C.[Na+], predict the reaction product. The product is: [CH3:1][O:2][C:3]1[CH:4]=[C:5]2[C:9](=[CH:10][CH:11]=1)[NH:8][C:7]1[C:12](=[N:19][OH:20])[CH2:13][CH2:14][CH2:15][CH2:16][C:6]2=1. (3) Given the reactants [Cl:1][C:2]1[CH:10]=[CH:9][C:8]([C:11]2[C:12]([C@@H:23]([NH:33][C:34](=[O:40])[O:35][C:36]([CH3:39])([CH3:38])[CH3:37])[CH2:24][C:25]3[CH:30]=[C:29]([F:31])[CH:28]=[C:27]([F:32])[CH:26]=3)=[N:13][C:14]([C:17]#[C:18][C:19]([OH:22])([CH3:21])[CH3:20])=[CH:15][CH:16]=2)=[C:7]2[C:3]=1[C:4]([NH:42][S:43]([CH3:46])(=[O:45])=[O:44])=[N:5][N:6]2[CH3:41].BrC1[C:49]([C@@H](NC(=O)OC(C)(C)C)CC2C=C(F)C=C(F)C=2)=[N:50]C(C#CC(O)(C)C)=C(NC)C=1.ClC1C=CC(B2OC(C)(C)C(C)(C)O2)=C2C=1C(NS(C)(=O)=O)=NN2C, predict the reaction product. The product is: [Cl:1][C:2]1[CH:10]=[CH:9][C:8]([C:11]2[C:12]([C@@H:23]([NH:33][C:34](=[O:40])[O:35][C:36]([CH3:39])([CH3:38])[CH3:37])[CH2:24][C:25]3[CH:30]=[C:29]([F:31])[CH:28]=[C:27]([F:32])[CH:26]=3)=[N:13][C:14]([C:17]#[C:18][C:19]([OH:22])([CH3:20])[CH3:21])=[C:15]([NH:50][CH3:49])[CH:16]=2)=[C:7]2[C:3]=1[C:4]([NH:42][S:43]([CH3:46])(=[O:45])=[O:44])=[N:5][N:6]2[CH3:41].